Task: Predict the reactants needed to synthesize the given product.. Dataset: Full USPTO retrosynthesis dataset with 1.9M reactions from patents (1976-2016) (1) Given the product [CH2:12]([Sn:27]([CH2:28][CH2:22][CH2:20][CH3:21])([CH2:23][CH2:24][CH2:25][CH3:26])[C:5]1[S:6][C:7]([Sn:27]([CH2:32][CH2:33][CH2:34][CH3:35])([CH2:28][CH2:29][CH2:30][CH3:31])[CH2:23][CH2:24][CH2:25][CH3:26])=[C:8]2[O:9][CH2:1][CH2:2][O:3][C:4]=12)[CH2:11][CH2:10][CH3:14], predict the reactants needed to synthesize it. The reactants are: [CH2:1]1[O:9][C:8]2[C:4](=[CH:5][S:6][CH:7]=2)[O:3][CH2:2]1.[CH2:10]1[CH2:14]O[CH2:12][CH2:11]1.[Li+].CC([N-][CH:20]([CH3:22])[CH3:21])C.[CH2:23]([Sn:27](Cl)([CH2:32][CH2:33][CH2:34][CH3:35])[CH2:28][CH2:29][CH2:30][CH3:31])[CH2:24][CH2:25][CH3:26]. (2) Given the product [CH2:16]([NH:24][C:6]([CH:1]1[CH2:2][CH:3]=[CH:4][CH2:5]1)=[O:8])[CH2:17][C:18]1[CH:23]=[CH:22][CH:21]=[CH:20][CH:19]=1, predict the reactants needed to synthesize it. The reactants are: [CH:1]1([C:6]([O:8]N2C(=O)CCC2=O)=O)[CH2:5][CH:4]=[CH:3][CH2:2]1.[CH2:16]([NH2:24])[CH2:17][C:18]1[CH:23]=[CH:22][CH:21]=[CH:20][CH:19]=1.